This data is from Full USPTO retrosynthesis dataset with 1.9M reactions from patents (1976-2016). The task is: Predict the reactants needed to synthesize the given product. (1) Given the product [Br:8][C:5]1[CH:4]=[N:3][C:2]([N:14]2[CH2:15][CH2:16][C:11]([F:17])([F:10])[CH2:12][CH2:13]2)=[CH:7][N:6]=1, predict the reactants needed to synthesize it. The reactants are: Br[C:2]1[CH:7]=[N:6][C:5]([Br:8])=[CH:4][N:3]=1.Cl.[F:10][C:11]1([F:17])[CH2:16][CH2:15][NH:14][CH2:13][CH2:12]1.C(=O)([O-])[O-].[Cs+].[Cs+].CS(C)=O. (2) Given the product [OH:52][C:47]1[CH:48]=[CH:49][CH:50]=[CH:51][C:46]=1[CH:44]1[N:43]([C:56]([NH:54][C:3]2[C:4]([C:7]3[CH:8]=[CH:9][CH:10]=[CH:11][CH:12]=3)=[N:5][O:6][C:2]=2[CH3:1])=[O:57])[N:42]=[C:41]([C:37]2[CH:36]=[N:35][CH:40]=[CH:39][CH:38]=2)[CH2:45]1, predict the reactants needed to synthesize it. The reactants are: [CH3:1][C:2]1[O:6][N:5]=[C:4]([C:7]2[CH:12]=[CH:11][CH:10]=[CH:9][CH:8]=2)[C:3]=1C(O)=O.C1C=CC(OP(OC2C=CC=CC=2)(N=[N+]=[N-])=O)=CC=1.[N:35]1[CH:40]=[CH:39][CH:38]=[C:37]([C:41]2[CH2:45][CH:44]([C:46]3[CH:51]=[CH:50][CH:49]=[CH:48][C:47]=3[OH:52])[NH:43][N:42]=2)[CH:36]=1.C[N:54]([CH:56]=[O:57])C. (3) Given the product [NH2:1][C:4]1[CH:9]=[CH:8][C:7]([C:10]2[CH:15]=[CH:14][CH:13]=[CH:12][C:11]=2[Cl:16])=[CH:6][C:5]=1[OH:17], predict the reactants needed to synthesize it. The reactants are: [N+:1]([C:4]1[CH:9]=[CH:8][C:7]([C:10]2[CH:15]=[CH:14][CH:13]=[CH:12][C:11]=2[Cl:16])=[CH:6][C:5]=1[OH:17])([O-])=O.